The task is: Predict the reactants needed to synthesize the given product.. This data is from Full USPTO retrosynthesis dataset with 1.9M reactions from patents (1976-2016). Given the product [CH3:21][C:18]1[CH:19]=[CH:20][C:15]([C:13]2[CH:12]=[C:7]([CH:6]=[C:5]([C:3]3[N:2]([CH3:26])[CH:1]=[N:25][N:24]=3)[CH:14]=2)[C:8]([O:10][CH3:11])=[O:9])=[N:16][CH:17]=1, predict the reactants needed to synthesize it. The reactants are: [CH3:1][NH:2][C:3]([C:5]1[CH:6]=[C:7]([CH:12]=[C:13]([C:15]2[CH:20]=[CH:19][C:18]([CH3:21])=[CH:17][N:16]=2)[CH:14]=1)[C:8]([O:10][CH3:11])=[O:9])=S.C([NH:24][NH2:25])=O.[CH2:26]1COCC1.